Dataset: Full USPTO retrosynthesis dataset with 1.9M reactions from patents (1976-2016). Task: Predict the reactants needed to synthesize the given product. (1) Given the product [CH2:1]([O:3][C:4]([C:6]1[C:7]([OH:22])=[C:8]2[C:15]([C:16]3[CH:21]=[CH:20][CH:19]=[CH:18][CH:17]=3)=[N:14][S:13][C:9]2=[C:10]([CH3:23])[N:11]=1)=[O:5])[CH3:2], predict the reactants needed to synthesize it. The reactants are: [CH2:1]([O:3][C:4]([C:6]1[C:7]([OH:22])=[C:8]2[C:15]([C:16]3[CH:21]=[CH:20][CH:19]=[CH:18][CH:17]=3)=[N:14][S:13][C:9]2=[C:10](Br)[N:11]=1)=[O:5])[CH3:2].[CH3:23][Sn](C)(C)C. (2) Given the product [CH3:24][O:23][C:18]1[CH:19]=[CH:20][CH:21]=[CH:22][C:17]=1[C:13]1[CH:14]=[CH:15][CH:16]=[C:11]([N:9]2[CH:10]=[C:6]([C:4]([C:30]3[S:31][C:27]([CH3:26])=[CH:28][N:29]=3)=[O:5])[N:7]=[CH:8]2)[CH:12]=1, predict the reactants needed to synthesize it. The reactants are: CON(C)[C:4]([C:6]1[N:7]=[CH:8][N:9]([C:11]2[CH:12]=[C:13]([C:17]3[CH:22]=[CH:21][CH:20]=[CH:19][C:18]=3[O:23][CH3:24])[CH:14]=[CH:15][CH:16]=2)[CH:10]=1)=[O:5].[CH3:26][C:27]1[S:31][CH:30]=[N:29][CH:28]=1. (3) Given the product [CH3:1][N:2]1[C:7](=[O:8])[C:6]2=[CH:9][N:10]([CH2:18][C:19]3[CH:24]=[CH:23][CH:22]=[CH:21][CH:20]=3)[CH:11]=[C:5]2[C:4]([CH2:12][CH:13]([CH3:15])[CH3:14])=[N:3]1, predict the reactants needed to synthesize it. The reactants are: [CH3:1][N:2]1[C:7](=[O:8])[C:6]2=[CH:9][NH:10][CH:11]=[C:5]2[C:4]([CH2:12][CH:13]([CH3:15])[CH3:14])=[N:3]1.[H-].[Na+].[CH2:18](Br)[C:19]1[CH:24]=[CH:23][CH:22]=[CH:21][CH:20]=1.[I-].[K+].Cl. (4) The reactants are: [Br:1][C:2]1[S:3][C:4]([CH:7]=[O:8])=[CH:5][N:6]=1.[F-].[Cs+].[Si]([C:15]([F:18])([F:17])[F:16])(C)(C)C. Given the product [Br:1][C:2]1[S:3][C:4]([CH:7]([OH:8])[C:15]([F:18])([F:17])[F:16])=[CH:5][N:6]=1, predict the reactants needed to synthesize it. (5) Given the product [NH2:28][C:25]1[CH:26]=[CH:27][C:22]([C:20]([N:17]2[CH2:16][CH2:15][N:14]([C:8]3[CH:9]=[CH:10][C:11]([CH3:13])=[CH:12][C:7]=3[CH3:6])[CH2:19][CH2:18]2)=[O:21])=[C:23]([CH3:31])[CH:24]=1, predict the reactants needed to synthesize it. The reactants are: C(O)C.[Cl-].[NH4+].[CH3:6][C:7]1[CH:12]=[C:11]([CH3:13])[CH:10]=[CH:9][C:8]=1[N:14]1[CH2:19][CH2:18][N:17]([C:20]([C:22]2[CH:27]=[CH:26][C:25]([N+:28]([O-])=O)=[CH:24][C:23]=2[CH3:31])=[O:21])[CH2:16][CH2:15]1. (6) Given the product [N:1]1([C:16]([O:18][CH2:19][C:20]2[CH:25]=[CH:24][CH:23]=[CH:22][CH:21]=2)=[O:17])[CH2:5][CH:4]=[CH:3][CH2:2]1, predict the reactants needed to synthesize it. The reactants are: [NH:1]1[CH2:5][CH:4]=[CH:3][CH2:2]1.C(N(CC)C(C)C)(C)C.Cl[C:16]([O:18][CH2:19][C:20]1[CH:25]=[CH:24][CH:23]=[CH:22][CH:21]=1)=[O:17]. (7) Given the product [CH3:9][C:4]1[CH:3]=[C:2]([C:11]#[C:10][C:12]2[CH:17]=[CH:16][CH:15]=[CH:14][CH:13]=2)[CH:7]=[CH:6][C:5]=1[NH2:8], predict the reactants needed to synthesize it. The reactants are: I[C:2]1[CH:7]=[CH:6][C:5]([NH2:8])=[C:4]([CH3:9])[CH:3]=1.[C:10]([C:12]1[CH:17]=[CH:16][CH:15]=[CH:14][CH:13]=1)#[CH:11].C(N)CCC. (8) Given the product [CH3:11][O:12][C:13]1[C:18]([O:19][CH3:20])=[CH:17][CH:16]=[CH:15][C:14]=1[C:2]1[CH:9]=[CH:8][C:5]([C:6]#[N:7])=[C:4]([F:10])[CH:3]=1.[C:5]1([C:6]2[CH:17]=[CH:18][CH:13]=[CH:14][CH:15]=2)[CH:8]=[CH:9][CH:2]=[CH:3][CH:4]=1, predict the reactants needed to synthesize it. The reactants are: Br[C:2]1[CH:9]=[CH:8][C:5]([C:6]#[N:7])=[C:4]([F:10])[CH:3]=1.[CH3:11][O:12][C:13]1[C:18]([O:19][CH3:20])=[CH:17][CH:16]=[CH:15][C:14]=1B(O)O.C(=O)([O-])[O-].[Na+].[Na+].COCCOC. (9) The reactants are: [CH:1]([N:4]1[C:8]([C:9]2[S:10][C:11]3[CH2:12][CH2:13][O:14][C:15]4[CH:22]=[C:21](C=O)[CH:20]=[CH:19][C:16]=4[C:17]=3[N:18]=2)=[N:7][CH:6]=[N:5]1)([CH3:3])[CH3:2].[NH:25]1[CH2:32][CH2:31][CH2:30][C@H:26]1C(O)=O.C(O[BH-](O[C:43](=[O:45])[CH3:44])OC(=O)C)(=O)C.[Na+].C([N:50](CC)C(C)C)(C)C.[Cl-].[NH4+].F[P-](F)(F)(F)(F)F.C[N+](C)=C(N(C)C)ON1C2N=CC=CC=2N=N1.C([O-])(O)=O.[Na+]. Given the product [CH:1]([N:4]1[C:8]([C:9]2[S:10][C:11]3[CH2:12][CH2:13][O:14][C:15]4[CH:22]=[C:21]([CH2:26][N:25]5[CH2:32][CH2:31][CH2:30][C@H:44]5[C:43]([NH2:50])=[O:45])[CH:20]=[CH:19][C:16]=4[C:17]=3[N:18]=2)=[N:7][CH:6]=[N:5]1)([CH3:2])[CH3:3], predict the reactants needed to synthesize it.